Task: Regression. Given a peptide amino acid sequence and an MHC pseudo amino acid sequence, predict their binding affinity value. This is MHC class II binding data.. Dataset: Peptide-MHC class II binding affinity with 134,281 pairs from IEDB (1) The peptide sequence is GELEIVDKIDAAFKI. The MHC is DRB1_0802 with pseudo-sequence DRB1_0802. The binding affinity (normalized) is 0.544. (2) The peptide sequence is AAGYVSGVAALVRSR. The MHC is DRB1_0701 with pseudo-sequence DRB1_0701. The binding affinity (normalized) is 0.359. (3) The peptide sequence is QLIYPLISPSFLVYS. The MHC is DRB3_0202 with pseudo-sequence DRB3_0202. The binding affinity (normalized) is 0.466.